This data is from Full USPTO retrosynthesis dataset with 1.9M reactions from patents (1976-2016). The task is: Predict the reactants needed to synthesize the given product. (1) Given the product [Cl:8][C:6]1[CH:5]=[CH:4][N:3]=[C:2]([N:12]2[CH2:11][CH2:10][N:9]([C:15]([O:17][C:18]([CH3:21])([CH3:20])[CH3:19])=[O:16])[CH2:14][CH2:13]2)[N:7]=1, predict the reactants needed to synthesize it. The reactants are: Cl[C:2]1[N:7]=[C:6]([Cl:8])[CH:5]=[CH:4][N:3]=1.[N:9]1([C:15]([O:17][C:18]([CH3:21])([CH3:20])[CH3:19])=[O:16])[CH2:14][CH2:13][NH:12][CH2:11][CH2:10]1.C(=O)([O-])O.[Na+]. (2) Given the product [ClH:38].[CH:6]1([C:12]2[C:20]3[C:19](=[O:21])[NH:18][C:17]([C:22]4[CH:27]=[CH:26][C:25]([N:28]5[CH2:33][CH2:32][CH:31]([OH:34])[CH2:30][CH2:29]5)=[CH:24][C:23]=4[O:35][CH3:36])=[N:16][C:15]=3[N:14]([CH3:37])[N:13]=2)[CH2:7][CH2:8][CH2:9][CH2:10][CH2:11]1, predict the reactants needed to synthesize it. The reactants are: O1CCCC1.[CH:6]1([C:12]2[C:20]3[C:19](=[O:21])[NH:18][C:17]([C:22]4[CH:27]=[CH:26][C:25]([N:28]5[CH2:33][CH2:32][CH:31]([OH:34])[CH2:30][CH2:29]5)=[CH:24][C:23]=4[O:35][CH3:36])=[N:16][C:15]=3[N:14]([CH3:37])[N:13]=2)[CH2:11][CH2:10][CH2:9][CH2:8][CH2:7]1.[ClH:38].O1CCOCC1. (3) Given the product [CH:14]1([C:39]2[CH:38]=[C:35]([CH:34]=[C:33]([O:32][CH2:30][CH3:31])[C:40]=2[OH:41])[CH:36]=[O:37])[CH2:9][CH2:8]1, predict the reactants needed to synthesize it. The reactants are: C1(P(C2CCCCC2)[C:8]2C=CC=C[C:9]=2[C:14]2C(OC)=CC=CC=2OC)CCCCC1.[CH2:30]([O:32][C:33]1[CH:34]=[C:35]([CH:38]=[C:39](I)[C:40]=1[O:41]COC)[CH:36]=[O:37])[CH3:31].C1(B(O)O)CC1.C(=O)([O-])[O-].[Na+].[Na+].Cl. (4) Given the product [NH:16]1[CH:20]=[CH:19][C:18]([C:2]2[C:3]3[CH:10]=[CH:9][NH:8][C:4]=3[N:5]=[N:6][CH:7]=2)=[CH:17]1, predict the reactants needed to synthesize it. The reactants are: Br[C:2]1[C:3]2[CH:10]=[CH:9][NH:8][C:4]=2[N:5]=[N:6][CH:7]=1.O.C([Si](C(C)C)(C(C)C)[N:16]1[CH:20]=[CH:19][C:18](B(O)O)=[CH:17]1)(C)C.C([O-])(O)=O.[Na+]. (5) Given the product [CH:1]1([C@@H:4]([C:11]2[CH:20]=[C:19]3[C:14]([CH2:15][CH2:16][CH:17]([C:21]4[CH:26]=[CH:25][C:24]([C:42]5[CH:41]=[CH:40][N:39]=[C:38]([O:37][CH3:36])[CH:43]=5)=[CH:23][C:22]=4[F:35])[O:18]3)=[CH:13][CH:12]=2)[C@H:5]([CH3:10])[C:6]([O:8][CH3:9])=[O:7])[CH2:2][CH2:3]1, predict the reactants needed to synthesize it. The reactants are: [CH:1]1([C@@H:4]([C:11]2[CH:20]=[C:19]3[C:14]([CH2:15][CH2:16][CH:17]([C:21]4[CH:26]=[CH:25][C:24](OS(C(F)(F)F)(=O)=O)=[CH:23][C:22]=4[F:35])[O:18]3)=[CH:13][CH:12]=2)[C@H:5]([CH3:10])[C:6]([O:8][CH3:9])=[O:7])[CH2:3][CH2:2]1.[CH3:36][O:37][C:38]1[CH:43]=[C:42](B(O)O)[CH:41]=[CH:40][N:39]=1. (6) Given the product [CH2:5]([O:4][C:2]([N:13]1[C:14](=[O:17])[C:15]([CH3:16])=[C:10]([CH3:9])[C:11]1=[O:12])=[O:3])[CH:6]([CH3:8])[CH3:7], predict the reactants needed to synthesize it. The reactants are: Cl[C:2]([O:4][CH2:5][CH:6]([CH3:8])[CH3:7])=[O:3].[CH3:9][C:10]1[C:11]([NH:13][C:14](=[O:17])[C:15]=1[CH3:16])=[O:12].C(N(CC)CC)C.CO. (7) Given the product [Br:8][CH2:33][C:24]1[CH:25]=[C:26]([CH2:29][C:30]([OH:32])=[O:31])[CH:27]=[CH:28][C:23]=1[O:22][CH3:21], predict the reactants needed to synthesize it. The reactants are: C1C(=O)N([Br:8])C(=O)C1.CC(N=NC(C#N)(C)C)(C#N)C.[CH3:21][O:22][C:23]1[CH:28]=[CH:27][C:26]([CH2:29][C:30]([OH:32])=[O:31])=[CH:25][C:24]=1[CH3:33]. (8) Given the product [Cl:27][C:25]1[CH:24]=[CH:23][C:22]2[O:28][C:29]([NH:31][C:34]([N:8]3[CH2:9][CH2:10][C@H:11]([C:12]4[CH:13]=[CH:14][C:15]([O:18][CH3:19])=[CH:16][CH:17]=4)[C@H:7]3[C:2]3[CH:3]=[CH:4][CH:5]=[CH:6][N:1]=3)=[S:37])=[N:20][C:21]=2[CH:26]=1, predict the reactants needed to synthesize it. The reactants are: [N:1]1[CH:6]=[CH:5][CH:4]=[CH:3][C:2]=1[C@@H:7]1[C@@H:11]([C:12]2[CH:17]=[CH:16][C:15]([O:18][CH3:19])=[CH:14][CH:13]=2)[CH2:10][CH2:9][NH:8]1.[NH2:20][C:21]1[CH:26]=[C:25]([Cl:27])[CH:24]=[CH:23][C:22]=1[OH:28].[CH2:29]([N:31]([CH2:34]C)CC)C.C(=S)=[S:37].OO.